Predict the product of the given reaction. From a dataset of Forward reaction prediction with 1.9M reactions from USPTO patents (1976-2016). (1) Given the reactants S(Cl)(Cl)=O.[NH2:5][C:6]1[CH:14]=[CH:13][CH:12]=[C:11]([CH3:15])[C:7]=1[C:8]([OH:10])=O.[CH:16]([C:19]1[CH:25]=[CH:24][CH:23]=[CH:22][C:20]=1[NH2:21])([CH3:18])[CH3:17].Cl[CH2:27][C:28](Cl)=O.[Cl-].[N:32]1[C:40]([NH2:41])=[C:39]2[C:35]([N:36]=[CH:37][NH:38]2)=[N:34][CH:33]=1.C([O-])([O-])=O.[K+].[K+], predict the reaction product. The product is: [NH2:41][C:40]1[N:32]=[CH:33][N:34]=[C:35]2[C:39]=1[N:38]=[CH:37][N:36]2[CH2:27][C:28]1[N:21]([C:20]2[CH:22]=[CH:23][CH:24]=[CH:25][C:19]=2[CH:16]([CH3:18])[CH3:17])[C:8](=[O:10])[C:7]2[C:6](=[CH:14][CH:13]=[CH:12][C:11]=2[CH3:15])[N:5]=1. (2) Given the reactants [Br:1][C:2]1[CH:3]=[N:4][C:5]2[N:6]([N:8]=[C:9]([C:11]([OH:13])=O)[CH:10]=2)[CH:7]=1.[CH3:14][N:15]1[C:24]2[C:19](=[CH:20][CH:21]=[C:22]([C:25]([F:28])([F:27])[F:26])[CH:23]=2)[CH2:18][CH2:17][NH:16]1, predict the reaction product. The product is: [Br:1][C:2]1[CH:3]=[N:4][C:5]2[N:6]([N:8]=[C:9]([C:11]([N:16]3[CH2:17][CH2:18][C:19]4[C:24](=[CH:23][C:22]([C:25]([F:26])([F:27])[F:28])=[CH:21][CH:20]=4)[N:15]3[CH3:14])=[O:13])[CH:10]=2)[CH:7]=1. (3) Given the reactants N1[C:6]([CH3:7])=[CH:5][CH:4]=[CH:3][C:2]=1[CH3:8].[F:9][C:10]([F:23])([F:22])[S:11]([O:14]S(C(F)(F)F)(=O)=O)(=[O:13])=[O:12].[Cl-].[NH4+:25].[C:26]([O:29][CH2:30]C)(=[O:28])C.CC[CH2:34][CH2:35][CH2:36][CH3:37].Cl[CH2:39]Cl, predict the reaction product. The product is: [F:9][C:10]([F:23])([F:22])[S:11]([O:14][C:3]1[C:4]2[C:34](=[C:35]([CH:36]([CH3:37])[CH3:39])[CH:7]=[CH:6][CH:5]=2)[N:25]=[C:8]([C:26]([O:29][CH3:30])=[O:28])[CH:2]=1)(=[O:13])=[O:12].